Task: Predict the reaction yield, written as a fraction of the theoretical maximum amount of product (1.0 means a 100% yield; for example, 0.34 means a 34% yield).. Dataset: Reaction yield outcomes from USPTO patents with 853,638 reactions (1) The reactants are [OH:1][CH:2]1[CH2:7][CH2:6][N:5]([C:8]([O:10][C:11]([CH3:14])([CH3:13])[CH3:12])=[O:9])[CH2:4][CH2:3]1.C1(P(C2C=CC=CC=2)C2C=CC=CC=2)C=CC=CC=1.N(C(OCC)=O)=NC(OCC)=O.[Cl:46][C:47]1[CH:52]=[CH:51][CH:50]=[C:49]([Cl:53])[C:48]=1O. The catalyst is C1COCC1. The product is [Cl:46][C:47]1[CH:52]=[CH:51][CH:50]=[C:49]([Cl:53])[C:48]=1[O:1][CH:2]1[CH2:3][CH2:4][N:5]([C:8]([O:10][C:11]([CH3:14])([CH3:13])[CH3:12])=[O:9])[CH2:6][CH2:7]1. The yield is 0.750. (2) The reactants are [CH3:1][O:2][C:3]1[CH:12]=[C:11]2[C:6]([C:7]([O:15][Si:16]([CH3:19])([CH3:18])[CH3:17])([C:13]#[N:14])[CH2:8][CH2:9][O:10]2)=[CH:5][CH:4]=1.[C:20]([OH:23])(=[O:22])[CH3:21]. The catalyst is Cl.ClCCl. The product is [CH3:1][O:2][C:3]1[CH:12]=[C:11]2[C:6]([C:7]([O:15][Si:16]([CH3:17])([CH3:19])[CH3:18])([C:13]#[N:14])[CH2:8][CH2:9][O:10]2)=[CH:5][CH:4]=1.[CH3:1][O:2][C:3]1[CH:12]=[C:11]2[C:6]([CH:21]([C:20]([OH:23])=[O:22])[CH2:8][CH2:9][O:10]2)=[CH:5][CH:4]=1. The yield is 0.781. (3) The reactants are [CH3:1][CH2:2][O:3][C:4]([C:6]1[S:10][C:9]2[CH:11]=[C:12]([C:15](O)=[O:16])[CH:13]=[CH:14][C:8]=2[CH:7]=1)=[O:5]. The catalyst is C1COCC1. The product is [CH2:2]([O:3][C:4]([C:6]1[S:10][C:9]2[CH:11]=[C:12]([CH2:15][OH:16])[CH:13]=[CH:14][C:8]=2[CH:7]=1)=[O:5])[CH3:1]. The yield is 0.870. (4) The reactants are [F:1][CH:2]([F:20])[O:3][C:4]1[CH:9]=[CH:8][C:7]([C:10]#[C:11][C:12]2[CH:13]=[C:14]([CH:17]=[CH:18][CH:19]=2)[CH:15]=O)=[CH:6][CH:5]=1.[CH3:21][C:22]1[CH:27]=[CH:26][C:25]([S:28]([NH:31][NH2:32])(=[O:30])=[O:29])=[CH:24][CH:23]=1.CCO. The catalyst is O. The product is [F:1][CH:2]([F:20])[O:3][C:4]1[CH:9]=[CH:8][C:7]([C:10]#[C:11][C:12]2[CH:13]=[C:14](/[CH:15]=[N:32]/[NH:31][S:28]([C:25]3[CH:26]=[CH:27][C:22]([CH3:21])=[CH:23][CH:24]=3)(=[O:29])=[O:30])[CH:17]=[CH:18][CH:19]=2)=[CH:6][CH:5]=1. The yield is 0.900. (5) The reactants are [CH2:1]([O:3][C:4]([C:6]1[C:7]([CH3:18])=[C:8]2[C:13](Cl)=[C:12]([C:15]#[N:16])[CH:11]=[N:10][N:9]2[CH:17]=1)=[O:5])[CH3:2].C([O-])([O-])=O.[K+].[K+].[O:25]([C:32]1[CH:38]=[CH:37][C:35]([NH2:36])=[CH:34][CH:33]=1)[C:26]1[CH:31]=[CH:30][CH:29]=[CH:28][CH:27]=1. The catalyst is CN(C=O)C.ClCCl. The product is [CH2:1]([O:3][C:4]([C:6]1[C:7]([CH3:18])=[C:8]2[C:13]([NH:36][C:35]3[CH:34]=[CH:33][C:32]([O:25][C:26]4[CH:31]=[CH:30][CH:29]=[CH:28][CH:27]=4)=[CH:38][CH:37]=3)=[C:12]([C:15]#[N:16])[CH:11]=[N:10][N:9]2[CH:17]=1)=[O:5])[CH3:2]. The yield is 0.760. (6) The reactants are [NH:1]1[CH:5]=[CH:4][CH:3]=[N:2]1.[H-].[Na+].[CH2:8]([O:15][C:16]1[C:23](F)=[CH:22][CH:21]=[CH:20][C:17]=1[C:18]#[N:19])[C:9]1[CH:14]=[CH:13][CH:12]=[CH:11][CH:10]=1. The catalyst is CN(C=O)C. The product is [CH2:8]([O:15][C:16]1[CH:23]=[C:22]([N:1]2[CH:5]=[CH:4][CH:3]=[N:2]2)[CH:21]=[CH:20][C:17]=1[C:18]#[N:19])[C:9]1[CH:10]=[CH:11][CH:12]=[CH:13][CH:14]=1. The yield is 0.748. (7) The reactants are Br[C:2]1[CH:3]=[C:4]([C:8]2[CH:13]=[CH:12][CH:11]=[CH:10][CH:9]=2)[CH:5]=[CH:6][CH:7]=1.C([Li])(C)(C)C.CN(C)[CH:21]=[O:22]. The catalyst is C1COCC1. The product is [C:8]1([C:4]2[CH:3]=[C:2]([CH:7]=[CH:6][CH:5]=2)[CH:21]=[O:22])[CH:9]=[CH:10][CH:11]=[CH:12][CH:13]=1. The yield is 0.710. (8) The reactants are I[C:2]1[CH:3]=[N:4][N:5]([CH:7]2[CH2:12][CH2:11][CH2:10][CH2:9][O:8]2)[CH:6]=1.[C:13]1(B2OC(C)(C)C(C)(C)O2)[CH2:17][CH2:16][CH2:15][CH:14]=1.C(=O)([O-])[O-].[Cs+].[Cs+].O1CCOCC1. The catalyst is C1C=CC(P(C2C=CC=CC=2)[C-]2C=CC=C2)=CC=1.C1C=CC(P(C2C=CC=CC=2)[C-]2C=CC=C2)=CC=1.Cl[Pd]Cl.[Fe+2].O. The product is [C:13]1([C:2]2[CH:3]=[N:4][N:5]([CH:7]3[CH2:12][CH2:11][CH2:10][CH2:9][O:8]3)[CH:6]=2)[CH2:17][CH2:16][CH2:15][CH:14]=1. The yield is 0.850.